From a dataset of NCI-60 drug combinations with 297,098 pairs across 59 cell lines. Regression. Given two drug SMILES strings and cell line genomic features, predict the synergy score measuring deviation from expected non-interaction effect. Drug 1: C1CN1C2=NC(=NC(=N2)N3CC3)N4CC4. Drug 2: CC(CN1CC(=O)NC(=O)C1)N2CC(=O)NC(=O)C2. Cell line: TK-10. Synergy scores: CSS=18.4, Synergy_ZIP=-1.89, Synergy_Bliss=1.64, Synergy_Loewe=-5.80, Synergy_HSA=1.11.